From a dataset of Forward reaction prediction with 1.9M reactions from USPTO patents (1976-2016). Predict the product of the given reaction. (1) The product is: [OH:2][C@@H:3]1[CH2:8][CH2:7][N:6]([S:38]([C:32]2[CH:37]=[CH:36][CH:35]=[CH:34][CH:33]=2)(=[O:40])=[O:39])[CH2:5][C@H:4]1[N:9]1[C:13]([C:14]2[CH:19]=[CH:18][CH:17]=[CH:16][CH:15]=2)=[C:12]([C:20]([O:22][CH2:23][CH3:24])=[O:21])[N:11]=[CH:10]1. Given the reactants Cl.[OH:2][C@@H:3]1[CH2:8][CH2:7][NH:6][CH2:5][C@H:4]1[N:9]1[C:13]([C:14]2[CH:19]=[CH:18][CH:17]=[CH:16][CH:15]=2)=[C:12]([C:20]([O:22][CH2:23][CH3:24])=[O:21])[N:11]=[CH:10]1.C(N(CC)CC)C.[C:32]1([S:38](Cl)(=[O:40])=[O:39])[CH:37]=[CH:36][CH:35]=[CH:34][CH:33]=1.C(=O)(O)[O-].[Na+], predict the reaction product. (2) Given the reactants Br[Zn][CH2:3][C:4]([O:6][CH2:7][CH3:8])=[O:5].[CH:9](=[O:16])[C:10]1[CH:15]=[CH:14][CH:13]=[CH:12][CH:11]=1.Cl.C(OCC)(=O)C, predict the reaction product. The product is: [OH:16][CH:9]([C:10]1[CH:15]=[CH:14][CH:13]=[CH:12][CH:11]=1)[CH2:3][C:4]([O:6][CH2:7][CH3:8])=[O:5].